From a dataset of Reaction yield outcomes from USPTO patents with 853,638 reactions. Predict the reaction yield, written as a fraction of the theoretical maximum amount of product (1.0 means a 100% yield; for example, 0.34 means a 34% yield). (1) The reactants are [CH3:1][O:2][C:3]([C:5]1[S:6][C:7]([C:20]2[C:21]([NH2:27])=[N:22][CH:23]=[C:24](Br)[CH:25]=2)=[CH:8][C:9]=1[O:10][CH:11]([C:13]1[CH:18]=[CH:17][CH:16]=[CH:15][C:14]=1[Cl:19])[CH3:12])=[O:4].[Cl:28][C:29]1[CH:30]=[C:31](B(O)O)[CH:32]=[CH:33][CH:34]=1.C([O-])([O-])=O.[K+].[K+]. The catalyst is C1(C)C=CC=CC=1.CCO.C1C=CC([P]([Pd]([P](C2C=CC=CC=2)(C2C=CC=CC=2)C2C=CC=CC=2)([P](C2C=CC=CC=2)(C2C=CC=CC=2)C2C=CC=CC=2)[P](C2C=CC=CC=2)(C2C=CC=CC=2)C2C=CC=CC=2)(C2C=CC=CC=2)C2C=CC=CC=2)=CC=1. The product is [CH3:1][O:2][C:3]([C:5]1[S:6][C:7]([C:20]2[C:21]([NH2:27])=[N:22][CH:23]=[C:24]([C:33]3[CH:32]=[CH:31][CH:30]=[C:29]([Cl:28])[CH:34]=3)[CH:25]=2)=[CH:8][C:9]=1[O:10][CH:11]([C:13]1[CH:18]=[CH:17][CH:16]=[CH:15][C:14]=1[Cl:19])[CH3:12])=[O:4]. The yield is 0.450. (2) The reactants are [C:1]([C:4]1[CH:9]=[CH:8][C:7]([S:10]C(=O)N(C)C)=[C:6]([CH2:16][CH2:17][CH3:18])[C:5]=1[OH:19])(=[O:3])[CH3:2].[OH-].[K+].C(O)C.Cl. The catalyst is O. The product is [OH:19][C:5]1[C:6]([CH2:16][CH2:17][CH3:18])=[C:7]([SH:10])[CH:8]=[CH:9][C:4]=1[C:1](=[O:3])[CH3:2]. The yield is 0.940. (3) The reactants are C([O:8][C:9]1[CH:14]=[CH:13][C:12]([CH2:15][CH2:16][S:17][CH:18]([CH2:23][C:24]2[CH:29]=[CH:28][C:27]([CH2:30][CH2:31][O:32][C:33]3[CH:38]=[CH:37][C:36]([O:39][S:40]([CH3:43])(=[O:42])=[O:41])=[CH:35][CH:34]=3)=[CH:26][CH:25]=2)[C:19]([O:21][CH3:22])=[O:20])=[CH:11][CH:10]=1)C1C=CC=CC=1.ClCCl.CSC.B(F)(F)F.CCOCC. The catalyst is O. The product is [OH:8][C:9]1[CH:14]=[CH:13][C:12]([CH2:15][CH2:16][S:17][CH:18]([CH2:23][C:24]2[CH:29]=[CH:28][C:27]([CH2:30][CH2:31][O:32][C:33]3[CH:34]=[CH:35][C:36]([O:39][S:40]([CH3:43])(=[O:42])=[O:41])=[CH:37][CH:38]=3)=[CH:26][CH:25]=2)[C:19]([O:21][CH3:22])=[O:20])=[CH:11][CH:10]=1. The yield is 0.670. (4) The reactants are C(N(C(C)C)C(C)C)C.[CH3:10][C:11]1([C:15]2[CH:19]=[C:18]([CH2:20][NH2:21])[O:17][N:16]=2)[CH2:14][O:13][CH2:12]1.Cl[C:23]1[N:28]=[C:27]([NH:29][C:30]2[NH:31][N:32]=[C:33]([O:35][CH:36]([CH3:38])[CH3:37])[CH:34]=2)[CH:26]=[CH:25][N:24]=1. The catalyst is COCCO. The product is [CH3:10][C:11]1([C:15]2[CH:19]=[C:18]([CH2:20][NH:21][C:23]3[N:28]=[C:27]([NH:29][C:30]4[NH:31][N:32]=[C:33]([O:35][CH:36]([CH3:38])[CH3:37])[CH:34]=4)[CH:26]=[CH:25][N:24]=3)[O:17][N:16]=2)[CH2:14][O:13][CH2:12]1. The yield is 0.0244. (5) The reactants are C(NC(C)C)(C)C.C([Li])CCC.[CH2:13]([O:20][C:21]([CH:23]1[CH2:28][CH2:27][CH2:26][O:25][CH2:24]1)=[O:22])[C:14]1[CH:19]=[CH:18][CH:17]=[CH:16][CH:15]=1.[CH:29](=[O:31])[CH3:30]. The catalyst is O1CCCC1. The product is [CH2:13]([O:20][C:21]([C:23]1([CH:29]([OH:31])[CH3:30])[CH2:28][CH2:27][CH2:26][O:25][CH2:24]1)=[O:22])[C:14]1[CH:15]=[CH:16][CH:17]=[CH:18][CH:19]=1. The yield is 0.400. (6) The reactants are [OH:1][CH:2]1[CH2:7][CH2:6][N:5]([C:8]([O:10][CH2:11][C:12]2[CH:17]=[CH:16][CH:15]=[CH:14][CH:13]=2)=[O:9])[CH2:4][CH2:3]1.Cl[CH2:19][C:20]([N:22]([CH3:24])[CH3:23])=[O:21].C1(C)C=CC=CC=1.[OH-].[Na+]. The catalyst is S([O-])(O)(=O)=O.C([N+](CCCC)(CCCC)CCCC)CCC.O. The product is [CH3:23][N:22]([CH3:24])[C:20](=[O:21])[CH2:19][O:1][CH:2]1[CH2:3][CH2:4][N:5]([C:8]([O:10][CH2:11][C:12]2[CH:17]=[CH:16][CH:15]=[CH:14][CH:13]=2)=[O:9])[CH2:6][CH2:7]1. The yield is 0.880.